Dataset: Full USPTO retrosynthesis dataset with 1.9M reactions from patents (1976-2016). Task: Predict the reactants needed to synthesize the given product. (1) Given the product [C:3]([O:7][C:8]([N:10]1[CH2:11][CH2:12][C:13]2[N:14]=[C:15](/[CH:18]=[CH:19]/[C:20]3[CH:25]=[CH:24][CH:23]=[CH:22][CH:21]=3)[O:16][C:17]=2[CH2:26]1)=[O:9])([CH3:6])([CH3:4])[CH3:5], predict the reactants needed to synthesize it. The reactants are: C=O.[C:3]([O:7][C:8]([NH:10][CH2:11][CH2:12][C:13]1[N:14]=[C:15](/[CH:18]=[CH:19]/[C:20]2[CH:25]=[CH:24][CH:23]=[CH:22][CH:21]=2)[O:16][CH:17]=1)=[O:9])([CH3:6])([CH3:5])[CH3:4].[C:26](OCC)(=O)C.C(=O)([O-])O.[Na+]. (2) Given the product [F:13][C:10]([F:11])([F:12])[S:7]([O:6][CH2:18][CH:17]([F:20])[F:16])(=[O:8])=[O:9], predict the reactants needed to synthesize it. The reactants are: FC(F)(F)S([O:6][S:7]([C:10]([F:13])([F:12])[F:11])(=[O:9])=[O:8])(=O)=O.[F:16][CH:17]([F:20])[CH2:18]O.C(N(CC)CC)C.